From a dataset of Reaction yield outcomes from USPTO patents with 853,638 reactions. Predict the reaction yield, written as a fraction of the theoretical maximum amount of product (1.0 means a 100% yield; for example, 0.34 means a 34% yield). The reactants are [N+:1]([C:4]1[CH:16]=[CH:15][C:7]([CH2:8][CH2:9][N:10]2[CH2:14][CH2:13][CH2:12][CH2:11]2)=[CH:6][CH:5]=1)([O-])=O. The catalyst is CO.[Pd]. The product is [N:10]1([CH2:9][CH2:8][C:7]2[CH:6]=[CH:5][C:4]([NH2:1])=[CH:16][CH:15]=2)[CH2:14][CH2:13][CH2:12][CH2:11]1. The yield is 0.980.